This data is from Full USPTO retrosynthesis dataset with 1.9M reactions from patents (1976-2016). The task is: Predict the reactants needed to synthesize the given product. (1) Given the product [CH3:32][O:33][CH:34]1[CH2:35][CH2:36][N:37]([C:40]2[N:45]=[C:44]([NH:46][C:2]3[N:7]=[CH:6][C:5]4[CH:8]=[C:9]([C:19]5[CH:23]=[N:22][NH:21][CH:20]=5)[NH:10][C:4]=4[CH:3]=3)[CH:43]=[CH:42][N:41]=2)[CH2:38][CH2:39]1, predict the reactants needed to synthesize it. The reactants are: Br[C:2]1[N:7]=[CH:6][C:5]2[CH:8]=[C:9]([C:19]3[CH:20]=[N:21][N:22](COCC[Si](C)(C)C)[CH:23]=3)[N:10](COCC[Si](C)(C)C)[C:4]=2[CH:3]=1.[CH3:32][O:33][CH:34]1[CH2:39][CH2:38][N:37]([C:40]2[N:45]=[C:44]([NH2:46])[CH:43]=[CH:42][N:41]=2)[CH2:36][CH2:35]1.CC1(C)C2C(=C(P(C3C=CC=CC=3)C3C=CC=CC=3)C=CC=2)OC2C(P(C3C=CC=CC=3)C3C=CC=CC=3)=CC=CC1=2.C(=O)([O-])[O-].[Cs+].[Cs+]. (2) Given the product [CH3:9][O:8][C:1]1[CH:7]=[CH:6][CH:5]=[CH:4][C:2]=1[O:3][CH2:10][CH2:11][Br:12], predict the reactants needed to synthesize it. The reactants are: [C:1]1([O:8][CH3:9])[C:2](=[CH:4][CH:5]=[CH:6][CH:7]=1)[OH:3].[CH2:10](Br)[CH2:11][Br:12].[OH-].[Na+]. (3) Given the product [Br:11][C:12]1[CH:17]=[CH:16][C:15]([NH:18][C:19]2[O:10][C:3]3[C:4]([CH3:9])=[CH:5][C:6]([CH3:8])=[CH:7][C:2]=3[N:1]=2)=[CH:14][CH:13]=1, predict the reactants needed to synthesize it. The reactants are: [NH2:1][C:2]1[CH:7]=[C:6]([CH3:8])[CH:5]=[C:4]([CH3:9])[C:3]=1[OH:10].[Br:11][C:12]1[CH:17]=[CH:16][C:15]([N:18]=[C:19]=S)=[CH:14][CH:13]=1.C(N(CC)CC)C. (4) The reactants are: [CH3:1][C:2]1[N:7]=[C:6]([OH:8])[CH:5]=[CH:4][C:3]=1[N+:9]([O-:11])=[O:10].[H-].[Na+].[F:14][C:15]([F:23])(S(F)(=O)=O)C(O)=O. Given the product [F:14][CH:15]([F:23])[O:8][C:6]1[N:7]=[C:2]([CH3:1])[C:3]([N+:9]([O-:11])=[O:10])=[CH:4][CH:5]=1, predict the reactants needed to synthesize it. (5) Given the product [F:35][C:34]([F:37])([F:36])[C:32]([OH:38])=[O:33].[CH3:1][O:2][C:3]1[CH:4]=[C:5]([C:11]2[C:19]3[C:14](=[N:15][C:16]([CH3:21])=[CH:17][C:18]=3[NH:20][S:28]([C:26]3[N:25]=[CH:24][N:23]([CH3:22])[CH:27]=3)(=[O:30])=[O:29])[S:13][CH:12]=2)[CH:6]=[CH:7][C:8]=1[O:9][CH3:10], predict the reactants needed to synthesize it. The reactants are: [CH3:1][O:2][C:3]1[CH:4]=[C:5]([C:11]2[C:19]3[C:18]([NH2:20])=[CH:17][C:16]([CH3:21])=[N:15][C:14]=3[S:13][CH:12]=2)[CH:6]=[CH:7][C:8]=1[O:9][CH3:10].[CH3:22][N:23]1[CH:27]=[C:26]([S:28](Cl)(=[O:30])=[O:29])[N:25]=[CH:24]1.[C:32]([OH:38])([C:34]([F:37])([F:36])[F:35])=[O:33]. (6) Given the product [Cl:28][C:15]1[CH:16]=[CH:17][CH:18]=[C:19]2[C:14]=1[N:13]([CH2:21][C:22]([O:24][CH3:25])=[O:23])[C:12]([CH3:27])=[C:11]2[S:8]([C:5]1[CH:4]=[CH:3][C:2]([Cl:1])=[CH:7][CH:6]=1)(=[O:10])=[O:9], predict the reactants needed to synthesize it. The reactants are: [Cl:1][C:2]1[CH:7]=[CH:6][C:5]([S:8]([C:11]2[C:19]3[C:14](=[CH:15][CH:16]=[C:17](C)[CH:18]=3)[N:13]([CH2:21][C:22]([O:24][CH2:25]C)=[O:23])[C:12]=2[CH3:27])(=[O:10])=[O:9])=[CH:4][CH:3]=1.[Cl:28]C1C=CC=C2C=1N(CC(OC)=O)C(C)=C2SC1C=CC(Cl)=CC=1.